Dataset: Choline transporter screen with 302,306 compounds. Task: Binary Classification. Given a drug SMILES string, predict its activity (active/inactive) in a high-throughput screening assay against a specified biological target. (1) The compound is s1c2c(n(Cc3c(ccc(c3)C)C)c(=O)n(c2=O)C)cc1. The result is 0 (inactive). (2) The molecule is s1cc(CN2C(CN(CC2)Cc2c(cccc2)c2occc2)CCO)cc1. The result is 0 (inactive). (3) The molecule is O=C(NC1CCCc2c1cccc2)c1cc2OCOc2cc1. The result is 0 (inactive). (4) The compound is O=C(NCc1ccccc1)CCC(=O)Nc1cc([N+]([O-])=O)ccc1. The result is 0 (inactive). (5) The drug is O(C(=O)c1nn(c2ccc([N+]([O-])=O)cc2)c(n1)C)CC. The result is 0 (inactive). (6) The molecule is s1c2CCC(Cc2cc1C(=O)N\N=C1\CCC(CC1)c1ccccc1)C. The result is 0 (inactive). (7) The compound is Clc1cc2c(cc(nc2cc1)c1cccnc1)C(=O)Nc1ccc(S(=O)(=O)Nc2noc(c2)C)cc1. The result is 0 (inactive). (8) The compound is Clc1c(C(=O)NN\C=C2\c3c(N=C2)cccc3)ccc([N+]([O-])=O)c1. The result is 0 (inactive). (9) The drug is S(c1n(c(=O)c(c(n1)c1ccccc1)C#N)C)C. The result is 0 (inactive). (10) The drug is O(c1c2CCC(=O)c2ccc1OC)C. The result is 0 (inactive).